The task is: Predict the reactants needed to synthesize the given product.. This data is from Full USPTO retrosynthesis dataset with 1.9M reactions from patents (1976-2016). (1) Given the product [Cl:32][C:12]1[C:11]2[C:6](=[CH:7][C:8]([C:26]([F:29])([F:28])[F:27])=[CH:9][CH:10]=2)[N:5]=[C:4]([S:3][CH2:1][CH3:2])[C:13]=1[C:14]([NH:16][CH2:17][C:18]1[CH:23]=[CH:22][CH:21]=[C:20]([F:24])[CH:19]=1)=[O:15], predict the reactants needed to synthesize it. The reactants are: [CH2:1]([S:3][C:4]1[C:13]([C:14]([NH:16][CH2:17][C:18]2[CH:23]=[CH:22][CH:21]=[C:20]([F:24])[CH:19]=2)=[O:15])=[C:12](O)[C:11]2[C:6](=[CH:7][C:8]([C:26]([F:29])([F:28])[F:27])=[CH:9][CH:10]=2)[N:5]=1)[CH3:2].O=P(Cl)(Cl)[Cl:32].C([O-])(O)=O.[Na+]. (2) Given the product [Cl:1][C:2]1[CH:10]=[CH:9][C:8]2[N:7]([CH2:26][CH2:25][C:22]3[CH:21]=[N:20][C:19]([CH3:18])=[CH:24][N:23]=3)[C:6]3[CH2:11][CH2:12][N:13]([CH3:15])[CH2:14][C:5]=3[C:4]=2[CH:3]=1, predict the reactants needed to synthesize it. The reactants are: [Cl:1][C:2]1[CH:10]=[CH:9][C:8]2[NH:7][C:6]3[CH2:11][CH2:12][N:13]([CH3:15])[CH2:14][C:5]=3[C:4]=2[CH:3]=1.[OH-].[K+].[CH3:18][C:19]1[CH:24]=[N:23][C:22]([CH:25]=[CH2:26])=[CH:21][N:20]=1.